Dataset: Reaction yield outcomes from USPTO patents with 853,638 reactions. Task: Predict the reaction yield, written as a fraction of the theoretical maximum amount of product (1.0 means a 100% yield; for example, 0.34 means a 34% yield). The reactants are [F:1][C:2]1[CH:3]=[C:4]([C:27]2[C:28]([C:33]#[N:34])=[CH:29][CH:30]=[CH:31][CH:32]=2)[CH:5]=[CH:6][C:7]=1[CH2:8][C:9]1[C:10](=[O:26])[N:11]([C@H:21]2[CH2:24][C@H:23]([OH:25])[CH2:22]2)[C:12]2[N:13]([N:18]=[CH:19][N:20]=2)[C:14]=1[CH2:15][CH2:16][CH3:17].[N+](=[CH:37][C:38]([O:40][CH2:41][CH3:42])=[O:39])=[N-]. The catalyst is C1(C)C=CC=CC=1.C([O-])(=O)C.[Rh+2].C([O-])(=O)C. The product is [CH2:41]([O:40][C:38](=[O:39])[CH2:37][O:25][C@H:23]1[CH2:22][C@H:21]([N:11]2[C:10](=[O:26])[C:9]([CH2:8][C:7]3[CH:6]=[CH:5][C:4]([C:27]4[CH:32]=[CH:31][CH:30]=[CH:29][C:28]=4[C:33]#[N:34])=[CH:3][C:2]=3[F:1])=[C:14]([CH2:15][CH2:16][CH3:17])[N:13]3[N:18]=[CH:19][N:20]=[C:12]23)[CH2:24]1)[CH3:42]. The yield is 0.270.